Dataset: Catalyst prediction with 721,799 reactions and 888 catalyst types from USPTO. Task: Predict which catalyst facilitates the given reaction. (1) Reactant: [F:1][C:2]([F:8])([F:7])[S:3]([OH:6])(=[O:5])=[O:4].[CH2:9]([N:11]1[CH:15]=[CH:14][N:13]=[CH:12]1)[CH3:10]. Product: [F:1][C:2]([F:8])([F:7])[S:3]([OH:6])(=[O:5])=[O:4].[CH2:9]([N:11]1[CH:15]=[CH:14][N:13]=[CH:12]1)[CH3:10]. The catalyst class is: 8. (2) Reactant: [NH:1]1[CH2:6][CH2:5][O:4][CH2:3][CH2:2]1.Cl[CH2:8][C:9]([NH:11][C:12]1[CH:25]=[CH:24][C:23]2[NH:22][C:21](=[O:26])[C:20]3[C:15](=[CH:16][CH:17]=[CH:18][CH:19]=3)[C:14]=2[CH:13]=1)=[O:10].P([O-])([O-])([O-])=O.[K+].[K+].[K+]. Product: [O:26]=[C:21]1[C:20]2[C:15](=[CH:16][CH:17]=[CH:18][CH:19]=2)[C:14]2[CH:13]=[C:12]([NH:11][C:9](=[O:10])[CH2:8][N:1]3[CH2:6][CH2:5][O:4][CH2:3][CH2:2]3)[CH:25]=[CH:24][C:23]=2[NH:22]1. The catalyst class is: 9. (3) Reactant: [Cl:1][C:2]1[N:6]([CH3:7])[N:5]=[CH:4][C:3]=1[C:8]#[N:9].[Cl-].[NH4+].[N-:12]=[N+:13]=[N-:14].[Na+]. Product: [Cl:1][C:2]1[N:6]([CH3:7])[N:5]=[CH:4][C:3]=1[C:8]1[N:12]=[N:13][NH:14][N:9]=1. The catalyst class is: 3. (4) Reactant: [OH:1][C:2]1[CH:9]=[CH:8][C:5]([CH:6]=[O:7])=[C:4]([I:10])[CH:3]=1.[CH3:11][O:12][C:13]1[CH:20]=[CH:19][C:16]([CH2:17]Cl)=[CH:15][CH:14]=1.C(N(C(C)C)C(C)C)C.[I-].[Na+]. Product: [I:10][C:4]1[CH:3]=[C:2]([O:1][CH2:17][C:16]2[CH:19]=[CH:20][C:13]([O:12][CH3:11])=[CH:14][CH:15]=2)[CH:9]=[CH:8][C:5]=1[CH:6]=[O:7]. The catalyst class is: 2. (5) Reactant: [Cl:1][C:2]1[CH:3]=[C:4]2[C:10]([C:11]3[N:16]=[C:15]([NH:17][C@H:18]4[CH2:23][CH2:22][CH2:21][C@:20]([N:25]=[C:26]=[O:27])([CH3:24])[CH2:19]4)[C:14]([F:28])=[CH:13][N:12]=3)=[CH:9][NH:8][C:5]2=[N:6][CH:7]=1.[NH:29]1[CH2:33][CH2:32][CH2:31][CH2:30]1. Product: [Cl:1][C:2]1[CH:3]=[C:4]2[C:10]([C:11]3[N:16]=[C:15]([NH:17][C@H:18]4[CH2:23][CH2:22][CH2:21][C@:20]([NH:25][C:26]([N:29]5[CH2:33][CH2:32][CH2:31][CH2:30]5)=[O:27])([CH3:24])[CH2:19]4)[C:14]([F:28])=[CH:13][N:12]=3)=[CH:9][NH:8][C:5]2=[N:6][CH:7]=1. The catalyst class is: 37. (6) Reactant: [H-].[Na+].[NH:3]1[C:8]2[CH:9]=[CH:10][CH:11]=[CH:12][C:7]=2[C:6](=[O:13])[O:5][C:4]1=[O:14].[CH2:15](I)[CH:16]=[CH2:17].Cl. Product: [CH2:17]([N:3]1[C:8]2[CH:9]=[CH:10][CH:11]=[CH:12][C:7]=2[C:6](=[O:13])[O:5][C:4]1=[O:14])[CH:16]=[CH2:15]. The catalyst class is: 44. (7) Reactant: [C:1]1(=[O:7])[CH2:6][CH2:5][CH2:4][CH2:3][CH2:2]1.[Cl:8][C:9]1[CH:16]=[CH:15][CH:14]=[C:13]([Cl:17])[C:10]=1[CH:11]=O. Product: [Cl:8][C:9]1[CH:16]=[CH:15][CH:14]=[C:13]([Cl:17])[C:10]=1[CH:11]=[C:2]1[CH2:3][CH2:4][CH2:5][C:6](=[CH:11][C:10]2[C:9]([Cl:8])=[CH:16][CH:15]=[CH:14][C:13]=2[Cl:17])[C:1]1=[O:7]. The catalyst class is: 8. (8) Reactant: [S:1]1[C:5]2[CH:6]=[CH:7][CH:8]=[CH:9][C:4]=2[N:3]=[C:2]1[C:10]1[N:11]=[CH:12][N:13]2[C:18](=[O:19])[N:17]([CH2:20][S:21][CH3:22])[N:16]=[N:15][C:14]=12.[OH:23]OS([O-])=O.[K+]. Product: [S:1]1[C:5]2[CH:6]=[CH:7][CH:8]=[CH:9][C:4]=2[N:3]=[C:2]1[C:10]1[N:11]=[CH:12][N:13]2[C:18](=[O:19])[N:17]([CH2:20][S:21]([CH3:22])=[O:23])[N:16]=[N:15][C:14]=12. The catalyst class is: 18. (9) Reactant: Br[C:2]1[CH:7]=[CH:6][CH:5]=[C:4]([N+:8]([O-:10])=[O:9])[C:3]=1[NH:11][C:12](=[O:14])[CH3:13].CC1(C)C(C)(C)OB([C:23]2[CH:28]=[CH:27][N:26]=[CH:25][CH:24]=2)O1.C([O-])([O-])=O.[Na+].[Na+].COCCOC. Product: [N+:8]([C:4]1[CH:5]=[CH:6][CH:7]=[C:2]([C:23]2[CH:28]=[CH:27][N:26]=[CH:25][CH:24]=2)[C:3]=1[NH:11][C:12](=[O:14])[CH3:13])([O-:10])=[O:9]. The catalyst class is: 103.